This data is from Peptide-MHC class I binding affinity with 185,985 pairs from IEDB/IMGT. The task is: Regression. Given a peptide amino acid sequence and an MHC pseudo amino acid sequence, predict their binding affinity value. This is MHC class I binding data. (1) The peptide sequence is KRSQDSPLK. The MHC is HLA-A02:01 with pseudo-sequence HLA-A02:01. The binding affinity (normalized) is 0.0847. (2) The peptide sequence is MQTMLFTMLR. The MHC is HLA-A03:01 with pseudo-sequence HLA-A03:01. The binding affinity (normalized) is 0.604. (3) The peptide sequence is PVLEKKVCA. The MHC is HLA-A02:02 with pseudo-sequence HLA-A02:02. The binding affinity (normalized) is 0.00449. (4) The peptide sequence is EVKSLFNTV. The MHC is HLA-A02:01 with pseudo-sequence HLA-A02:01. The binding affinity (normalized) is 0.0847. (5) The peptide sequence is WVSRFGERK. The MHC is HLA-A02:03 with pseudo-sequence HLA-A02:03. The binding affinity (normalized) is 0.0847. (6) The peptide sequence is KALGPAATL. The MHC is HLA-A01:01 with pseudo-sequence HLA-A01:01. The binding affinity (normalized) is 0.0203. (7) The peptide sequence is PKKDERGAL. The MHC is HLA-B27:05 with pseudo-sequence HLA-B27:05. The binding affinity (normalized) is 0.0847.